From a dataset of Reaction yield outcomes from USPTO patents with 853,638 reactions. Predict the reaction yield, written as a fraction of the theoretical maximum amount of product (1.0 means a 100% yield; for example, 0.34 means a 34% yield). (1) The reactants are [CH3:1][N:2]1[CH:6]=[C:5]([C:7]2[CH:12]=[CH:11][C:10]([C:13]3[C:22]4[C:17](=[CH:18][CH:19]=[C:20]([C:23]([OH:25])=O)[CH:21]=4)[CH:16]=[N:15][CH:14]=3)=[CH:9][CH:8]=2)[CH:4]=[N:3]1.CN(C(ON1N=NC2C=CC=NC1=2)=[N+](C)C)C.F[P-](F)(F)(F)(F)F.CCN(C(C)C)C(C)C.[F:59][C:60]1([F:65])[CH2:64][CH2:63][NH:62][CH2:61]1.[OH-].[Na+]. The catalyst is CN(C=O)C. The product is [F:59][C:60]1([F:65])[CH2:64][CH2:63][N:62]([C:23]([C:20]2[CH:21]=[C:22]3[C:17](=[CH:18][CH:19]=2)[CH:16]=[N:15][CH:14]=[C:13]3[C:10]2[CH:9]=[CH:8][C:7]([C:5]3[CH:4]=[N:3][N:2]([CH3:1])[CH:6]=3)=[CH:12][CH:11]=2)=[O:25])[CH2:61]1. The yield is 0.690. (2) The reactants are [Cl:1][C:2]1[C:11]([S:12](Cl)(=[O:14])=[O:13])=[CH:10][CH:9]=[CH:8][C:3]=1[C:4]([O:6][CH3:7])=[O:5].C([O-])([O-])=O.[K+].[K+].[CH2:22]([NH2:24])[CH3:23]. The product is [Cl:1][C:2]1[C:11]([S:12]([NH:24][CH2:22][CH3:23])(=[O:14])=[O:13])=[CH:10][CH:9]=[CH:8][C:3]=1[C:4]([O:6][CH3:7])=[O:5]. The catalyst is C1C=CC=CC=1. The yield is 0.530. (3) The reactants are CC1(C)COB([C:8]2[CH:13]=[CH:12][C:11]([O:14][CH:15]3[CH2:18][O:17][CH2:16]3)=[CH:10][CH:9]=2)OC1.Br[C:21]1[CH:22]=[C:23]2[C:27](=[CH:28][C:29]=1[Cl:30])[NH:26][CH:25]=[C:24]2[CH:31]=[O:32].C(=O)([O-])[O-].[K+].[K+].C1(C)C=CC=CC=1. The catalyst is C(O)C.C1C=CC(P(C2C=CC=CC=2)[C-]2C=CC=C2)=CC=1.C1C=CC(P(C2C=CC=CC=2)[C-]2C=CC=C2)=CC=1.Cl[Pd]Cl.[Fe+2].C(OCC)(=O)C. The product is [Cl:30][C:29]1[CH:28]=[C:27]2[C:23]([C:24]([CH:31]=[O:32])=[CH:25][NH:26]2)=[CH:22][C:21]=1[C:8]1[CH:9]=[CH:10][C:11]([O:14][CH:15]2[CH2:16][O:17][CH2:18]2)=[CH:12][CH:13]=1. The yield is 0.870. (4) The reactants are [NH2:1][C:2]1[CH:7]=[CH:6][C:5]([N+:8]([O-:10])=[O:9])=[CH:4][C:3]=1[C:11]#[C:12][C:13]([CH3:19])([CH3:18])[C:14]([O:16][CH3:17])=[O:15].N1C=CC=CC=1.[C:26](Cl)(=[O:30])[CH2:27][CH2:28][CH3:29]. The catalyst is C(Cl)Cl. The product is [C:26]([NH:1][C:2]1[CH:7]=[CH:6][C:5]([N+:8]([O-:10])=[O:9])=[CH:4][C:3]=1[C:11]#[C:12][C:13]([CH3:19])([CH3:18])[C:14]([O:16][CH3:17])=[O:15])(=[O:30])[CH2:27][CH2:28][CH3:29]. The yield is 0.450. (5) The reactants are [C:1]([O:5][C:6]([N:8]1[CH2:13][CH2:12][CH:11]([S:14]([C:17]2[CH:22]=[CH:21][C:20]([N+:23]([O-])=O)=[CH:19][CH:18]=2)(=[O:16])=[O:15])[CH2:10][CH2:9]1)=[O:7])([CH3:4])([CH3:3])[CH3:2].C(O)C.[Cl-].[NH4+]. The catalyst is [Fe].O. The product is [C:1]([O:5][C:6]([N:8]1[CH2:13][CH2:12][CH:11]([S:14]([C:17]2[CH:22]=[CH:21][C:20]([NH2:23])=[CH:19][CH:18]=2)(=[O:16])=[O:15])[CH2:10][CH2:9]1)=[O:7])([CH3:4])([CH3:2])[CH3:3]. The yield is 0.830. (6) The reactants are [OH:1][C:2]1[CH:9]=[CH:8][CH:7]=[CH:6][C:3]=1[CH:4]=O.[S:10]1[CH2:16][C:14](=[O:15])[NH:13][C:11]1=S.[NH:17]1[CH2:21][CH2:20][C@@H:19]([OH:22])[CH2:18]1. No catalyst specified. The product is [OH:1][C:2]1[CH:9]=[CH:8][CH:7]=[CH:6][C:3]=1/[CH:4]=[C:16]1/[C:14](=[O:15])[N:13]=[C:11]([N:17]2[CH2:21][CH2:20][C@@H:19]([OH:22])[CH2:18]2)[S:10]/1. The yield is 0.760. (7) The reactants are [C:1](#[N:4])[CH2:2]C.C[Si]([N-][Si](C)(C)C)(C)C.[Li+].[OH:15][C:16]([CH3:24])([CH3:23])[CH2:17][C:18]([O:20]CC)=O. The catalyst is C1COCC1.O. The product is [OH:15][C:16]([CH3:23])([CH3:24])[CH2:17][C:18](=[O:20])[CH2:2][C:1]#[N:4]. The yield is 0.630. (8) The reactants are Br[CH2:2][C:3]1[CH:4]=[C:5]([CH:10]=[CH:11][CH:12]=1)[C:6]([O:8][CH3:9])=[O:7].[O:13]([C:20]1[CH:21]=[C:22]([CH:24]=[CH:25][CH:26]=1)[NH2:23])[C:14]1[CH:19]=[CH:18][CH:17]=[CH:16][CH:15]=1. The catalyst is C1CCCCC1.O.C(Cl)Cl. The product is [O:13]([C:20]1[CH:21]=[C:22]([NH:23][CH2:2][C:3]2[CH:4]=[C:5]([CH:10]=[CH:11][CH:12]=2)[C:6]([O:8][CH3:9])=[O:7])[CH:24]=[CH:25][CH:26]=1)[C:14]1[CH:15]=[CH:16][CH:17]=[CH:18][CH:19]=1. The yield is 0.590. (9) The reactants are [CH3:1][O:2][C:3]1[CH:8]=[CH:7][C:6]([S:9][CH3:10])=[CH:5][C:4]=1[C:11]([CH3:22])([CH3:21])[CH2:12][C:13]([C:17]([F:20])([F:19])[F:18])([OH:16])CO.C([O-])(=O)C.[Pb+4].C([O-])(=O)C.C([O-])(=O)C.C([O-])(=O)C. The catalyst is CO. The product is [F:20][C:17]([F:18])([F:19])[C:13](=[O:16])[CH2:12][C:11]([C:4]1[CH:5]=[C:6]([S:9][CH3:10])[CH:7]=[CH:8][C:3]=1[O:2][CH3:1])([CH3:22])[CH3:21]. The yield is 0.838. (10) The reactants are [CH2:1]([O:3][C:4](=[O:14])[CH2:5][CH2:6][C:7]1[CH:12]=[CH:11][CH:10]=[C:9]([OH:13])[CH:8]=1)[CH3:2].[Br:15]N1C(=O)CCC1=O. The catalyst is C(Cl)(Cl)Cl. The product is [CH2:1]([O:3][C:4](=[O:14])[CH2:5][CH2:6][C:7]1[CH:12]=[CH:11][C:10]([Br:15])=[C:9]([OH:13])[CH:8]=1)[CH3:2]. The yield is 0.160.